Dataset: Full USPTO retrosynthesis dataset with 1.9M reactions from patents (1976-2016). Task: Predict the reactants needed to synthesize the given product. (1) Given the product [CH2:12]([N:11]([CH2:9][CH:5]1[CH2:6][CH2:7][CH2:8][CH:3]([NH2:2])[CH2:4]1)[CH2:19][C:20]1[CH:25]=[CH:24][CH:23]=[CH:22][CH:21]=1)[C:13]1[CH:14]=[CH:15][CH:16]=[CH:17][CH:18]=1, predict the reactants needed to synthesize it. The reactants are: Cl.[NH2:2][CH:3]1[CH2:8][CH2:7][CH2:6][CH:5]([C:9]([N:11]([CH2:19][C:20]2[CH:25]=[CH:24][CH:23]=[CH:22][CH:21]=2)[CH2:12][C:13]2[CH:18]=[CH:17][CH:16]=[CH:15][CH:14]=2)=O)[CH2:4]1.[H-].[Al+3].[Li+].[H-].[H-].[H-].O.[OH-].[Na+]. (2) Given the product [F:22][C:23]1[C:28]([C:2]2[C:11]3[C:6](=[CH:7][C:8]([S:12]([NH:15][C:16]4[CH:21]=[CH:20][N:19]=[CH:18][N:17]=4)(=[O:14])=[O:13])=[CH:9][CH:10]=3)[CH:5]=[CH:4][N:3]=2)=[CH:27][C:26]([CH3:32])=[CH:25][N:24]=1, predict the reactants needed to synthesize it. The reactants are: Cl[C:2]1[C:11]2[C:6](=[CH:7][C:8]([S:12]([NH:15][C:16]3[CH:21]=[CH:20][N:19]=[CH:18][N:17]=3)(=[O:14])=[O:13])=[CH:9][CH:10]=2)[CH:5]=[CH:4][N:3]=1.[F:22][C:23]1[C:28](B(O)O)=[CH:27][C:26]([CH3:32])=[CH:25][N:24]=1.C(=O)([O-])[O-].[K+].[K+].B(O)O. (3) Given the product [NH:1]1[CH2:6][CH2:5][CH:4]([NH:7][C:8]([C:10]2[C:11]([CH2:16][OH:17])=[N:12][NH:13][C:14]=2[CH3:15])=[O:9])[CH2:3][CH2:2]1, predict the reactants needed to synthesize it. The reactants are: [NH:1]1[CH2:6][CH2:5][CH:4]([NH:7][C:8]([C:10]2[C:11]([CH2:16][O:17]C(C)(C)C)=[N:12][NH:13][C:14]=2[CH3:15])=[O:9])[CH2:3][CH2:2]1.FC(F)(F)C(O)=O.